From a dataset of Forward reaction prediction with 1.9M reactions from USPTO patents (1976-2016). Predict the product of the given reaction. (1) Given the reactants Cl[C:2]1[N:7]=[CH:6][C:5]([O:8][C:9]2[CH:10]=[C:11]([N:15]([CH3:17])[CH3:16])[CH:12]=[CH:13][CH:14]=2)=[CH:4][CH:3]=1.[CH2:18]([NH2:25])[C:19]1[CH:24]=[CH:23][CH:22]=[CH:21][CH:20]=1.C1(P(C2C=CC=CC=2)C2C3OC4C(=CC=CC=4P(C4C=CC=CC=4)C4C=CC=CC=4)C(C)(C)C=3C=CC=2)C=CC=CC=1.C(=O)([O-])[O-].[Cs+].[Cs+], predict the reaction product. The product is: [CH2:18]([NH:25][C:2]1[CH:3]=[CH:4][C:5]([O:8][C:9]2[CH:14]=[CH:13][CH:12]=[C:11]([N:15]([CH3:17])[CH3:16])[CH:10]=2)=[CH:6][N:7]=1)[C:19]1[CH:24]=[CH:23][CH:22]=[CH:21][CH:20]=1. (2) Given the reactants [CH2:1]([O:8][C@:9]1([CH2:33]O)[C@@H:13]([CH2:14][O:15][CH2:16][C:17]2[CH:22]=[CH:21][CH:20]=[CH:19][CH:18]=2)[O:12][C@@H:11]([N:23]2[CH:31]=[C:29]([CH3:30])[C:27](=[O:28])[NH:26][C:24]2=[O:25])[C@H:10]1[OH:32])[C:2]1[CH:7]=[CH:6][CH:5]=[CH:4][CH:3]=1.CS(Cl)(=O)=O.O.[H-].[Na+], predict the reaction product. The product is: [CH2:1]([O:8][C@@:9]12[CH2:33][O:32][C@@H:10]1[C@H:11]([N:23]1[CH:31]=[C:29]([CH3:30])[C:27](=[O:28])[NH:26][C:24]1=[O:25])[O:12][C@@H:13]2[CH2:14][O:15][CH2:16][C:17]1[CH:22]=[CH:21][CH:20]=[CH:19][CH:18]=1)[C:2]1[CH:7]=[CH:6][CH:5]=[CH:4][CH:3]=1. (3) Given the reactants [CH3:1][C:2]([C:4]1[CH:9]=[CH:8][C:7]([Cl:10])=[CH:6][CH:5]=1)=[O:3], predict the reaction product. The product is: [Cl:10][C:7]1[CH:8]=[CH:9][C:4]([C@@H:2]([OH:3])[CH3:1])=[CH:5][CH:6]=1. (4) Given the reactants [CH2:1]([NH:8][C:9]1[CH:14]=[C:13]([N:15]2[CH2:20][CH2:19][N:18]([CH3:21])[CH2:17][CH2:16]2)[CH:12]=[CH:11][C:10]=1[NH:22][C:23]([C:25]1[CH:30]=[C:29]([CH3:31])[C:28](=[O:32])[N:27]([CH3:33])[CH:26]=1)=O)[C:2]1[CH:7]=[CH:6][CH:5]=[CH:4][CH:3]=1, predict the reaction product. The product is: [CH2:1]([N:8]1[C:9]2[CH:14]=[C:13]([N:15]3[CH2:16][CH2:17][N:18]([CH3:21])[CH2:19][CH2:20]3)[CH:12]=[CH:11][C:10]=2[N:22]=[C:23]1[C:25]1[CH:30]=[C:29]([CH3:31])[C:28](=[O:32])[N:27]([CH3:33])[CH:26]=1)[C:2]1[CH:7]=[CH:6][CH:5]=[CH:4][CH:3]=1. (5) Given the reactants Br[C:2]1[CH:3]=[C:4]([Cl:15])[CH:5]=[C:6]2[C:10]=1[NH:9][C:8]([C:11]([NH2:13])=[O:12])=[C:7]2[CH3:14].[Cl:16][C:17]1[CH:22]=[CH:21][C:20](B(O)O)=[CH:19][CH:18]=1, predict the reaction product. The product is: [Cl:15][C:4]1[CH:5]=[C:6]2[C:10](=[C:2]([C:20]3[CH:21]=[CH:22][C:17]([Cl:16])=[CH:18][CH:19]=3)[CH:3]=1)[NH:9][C:8]([C:11]([NH2:13])=[O:12])=[C:7]2[CH3:14]. (6) Given the reactants [C:1]([O:4][CH:5]([CH2:17][CH2:18][S:19][CH3:20])[C:6]([NH:8][CH2:9][CH2:10][CH2:11][CH2:12][CH2:13][CH2:14][CH2:15][CH3:16])=[O:7])(=[O:3])[CH3:2].C1C=C(Cl)C=C(C(OO)=[O:29])C=1, predict the reaction product. The product is: [C:1]([O:4][CH:5]([CH2:17][CH2:18][S:19]([CH3:20])=[O:29])[C:6]([NH:8][CH2:9][CH2:10][CH2:11][CH2:12][CH2:13][CH2:14][CH2:15][CH3:16])=[O:7])(=[O:3])[CH3:2]. (7) Given the reactants CN(C)[C:3](Cl)=[O:4].[F:7][C:8]1[CH:13]=[C:12]([N+:14]([O-:16])=[O:15])[CH:11]=[CH:10][C:9]=1[N:17]1[CH2:22][CH2:21][CH:20]([C:23]([NH:25][NH2:26])=[O:24])[CH2:19][CH2:18]1, predict the reaction product. The product is: [F:7][C:8]1[CH:13]=[C:12]([N+:14]([O-:16])=[O:15])[CH:11]=[CH:10][C:9]=1[N:17]1[CH2:22][CH2:21][CH:20]([C:23]2[O:24][C:3](=[O:4])[NH:26][N:25]=2)[CH2:19][CH2:18]1. (8) Given the reactants [Cl:1][C:2]1[CH:9]=[CH:8][C:5]([CH:6]=O)=[CH:4][CH:3]=1.[C:10](#[N:14])[CH2:11][C:12]#[N:13].[C:15]([CH2:17][C:18]([NH2:20])=[S:19])#[N:16].O, predict the reaction product. The product is: [NH2:13][C:12]1[S:19][C:18]([NH2:20])=[C:17]([C:15]#[N:16])[CH:6]([C:5]2[CH:8]=[CH:9][C:2]([Cl:1])=[CH:3][CH:4]=2)[C:11]=1[C:10]#[N:14].